This data is from NCI-60 drug combinations with 297,098 pairs across 59 cell lines. The task is: Regression. Given two drug SMILES strings and cell line genomic features, predict the synergy score measuring deviation from expected non-interaction effect. Drug 1: C1=CC(=CC=C1C#N)C(C2=CC=C(C=C2)C#N)N3C=NC=N3. Drug 2: CN(CCCl)CCCl.Cl. Cell line: NCI-H460. Synergy scores: CSS=42.0, Synergy_ZIP=1.79, Synergy_Bliss=-1.09, Synergy_Loewe=-10.1, Synergy_HSA=-1.26.